From a dataset of Reaction yield outcomes from USPTO patents with 853,638 reactions. Predict the reaction yield, written as a fraction of the theoretical maximum amount of product (1.0 means a 100% yield; for example, 0.34 means a 34% yield). (1) The reactants are [CH2:1]([O:8][C:9]1[CH:14]=[CH:13][C:12]([O:15][CH3:16])=[C:11]([N+:17]([O-])=O)[CH:10]=1)[C:2]1[CH:7]=[CH:6][CH:5]=[CH:4][CH:3]=1.[H][H]. The catalyst is C(Cl)Cl.[Pd]. The product is [CH2:1]([O:8][C:9]1[CH:14]=[CH:13][C:12]([O:15][CH3:16])=[C:11]([CH:10]=1)[NH2:17])[C:2]1[CH:3]=[CH:4][CH:5]=[CH:6][CH:7]=1. The yield is 1.00. (2) The reactants are [CH3:1][O:2][CH2:3][C:4]([C:7]1[O:11][N:10]=[C:9]([NH2:12])[CH:8]=1)([CH3:6])[CH3:5].C(C1C=C(N[C:22](=[O:30])[O:23][C:24]2[CH:29]=[CH:28][CH:27]=[CH:26][CH:25]=2)ON=1)(C)C. No catalyst specified. The product is [CH3:1][O:2][CH2:3][C:4]([C:7]1[O:11][N:10]=[C:9]([NH:12][C:22](=[O:30])[O:23][C:24]2[CH:29]=[CH:28][CH:27]=[CH:26][CH:25]=2)[CH:8]=1)([CH3:6])[CH3:5]. The yield is 0.980. (3) The reactants are Br[C:2]1[CH:7]=[CH:6][CH:5]=[C:4]([Br:8])[N:3]=1.[F:9][C:10]1[CH:15]=[CH:14][C:13]([C:16]([CH3:20])([CH3:19])[CH2:17][NH2:18])=[CH:12][CH:11]=1.CCN(C(C)C)C(C)C. The catalyst is C(#N)C. The product is [Br:8][C:4]1[N:3]=[C:2]([NH:18][CH2:17][C:16]([C:13]2[CH:12]=[CH:11][C:10]([F:9])=[CH:15][CH:14]=2)([CH3:20])[CH3:19])[CH:7]=[CH:6][CH:5]=1. The yield is 0.140. (4) The catalyst is C1COCC1. The yield is 0.160. The reactants are [OH:1][N:2]=[C:3]([NH2:12])[CH2:4][O:5][CH:6]1[CH2:11][CH2:10][CH2:9][CH2:8][O:7]1.[H-].[Na+].[CH3:15][CH:16]1[CH2:21][CH2:20][CH2:19][CH2:18][CH:17]1[NH:22][C:23]1[C:24]2[N:25]([CH:33]=[CH:34][CH:35]=2)[N:26]=[CH:27][C:28]=1[C:29](OC)=O. The product is [CH3:15][CH:16]1[CH2:21][CH2:20][CH2:19][CH2:18][CH:17]1[NH:22][C:23]1[C:24]2[N:25]([CH:33]=[CH:34][CH:35]=2)[N:26]=[CH:27][C:28]=1[C:29]1[O:1][N:2]=[C:3]([CH2:4][O:5][CH:6]2[CH2:11][CH2:10][CH2:9][CH2:8][O:7]2)[N:12]=1. (5) The reactants are [CH:1]1([CH2:8][C:9]([C:11]2[C:19]3[C:14](=[CH:15][CH:16]=[CH:17][C:18]=3[CH3:20])[NH:13][CH:12]=2)=[O:10])[CH2:7][CH2:6][CH2:5][CH2:4][CH2:3][CH2:2]1.C1(=O)O[CH2:24][CH2:23][O:22]1.C1CCN2C(=NCCC2)CC1. The catalyst is O. The product is [CH:1]1([CH2:8][C:9]([C:11]2[C:19]3[C:14](=[CH:15][CH:16]=[CH:17][C:18]=3[CH3:20])[N:13]([CH2:24][CH2:23][OH:22])[CH:12]=2)=[O:10])[CH2:7][CH2:6][CH2:5][CH2:4][CH2:3][CH2:2]1. The yield is 0.860. (6) The yield is 0.860. The reactants are [F:1][C:2]1[CH:7]=[CH:6][C:5]([S:8]([N:11]2[C:20]3[C:15](=[CH:16][C:17]([C:21]([OH:30])([C:26]([F:29])([F:28])[F:27])[C:22]([F:25])([F:24])[F:23])=[CH:18][CH:19]=3)[CH2:14][CH2:13][C@H:12]2[CH2:31][C:32]2[O:36][C:35]([CH2:37][C:38]([O:40]CC3C=CC=CC=3)=[O:39])=[N:34][N:33]=2)(=[O:10])=[O:9])=[CH:4][CH:3]=1.OCC1(OC[C@@H](O)[C@@H](O)[C@H]1O)O. The product is [F:1][C:2]1[CH:3]=[CH:4][C:5]([S:8]([N:11]2[C:20]3[C:15](=[CH:16][C:17]([C:21]([OH:30])([C:22]([F:23])([F:24])[F:25])[C:26]([F:27])([F:29])[F:28])=[CH:18][CH:19]=3)[CH2:14][CH2:13][C@H:12]2[CH2:31][C:32]2[O:36][C:35]([CH2:37][C:38]([OH:40])=[O:39])=[N:34][N:33]=2)(=[O:9])=[O:10])=[CH:6][CH:7]=1. The catalyst is CO.[Pd]. (7) The reactants are [NH:1]1[C:9]2[CH:8]=[CH:7][CH:6]=[C:5]([C:10]([O:12][CH3:13])=[O:11])[C:4]=2[CH:3]=[CH:2]1.P([O-])([O-])([O-])=O.[K+].[K+].[K+].CNCCNC.N1CCC[C@H]1C(O)=O.Br[C:37]1[CH:42]=[CH:41][C:40]([F:43])=[CH:39][CH:38]=1. The catalyst is CS(C)=O.O1CCOCC1.[Cu](I)I. The product is [F:43][C:40]1[CH:41]=[CH:42][C:37]([N:1]2[C:9]3[CH:8]=[CH:7][CH:6]=[C:5]([C:10]([O:12][CH3:13])=[O:11])[C:4]=3[CH:3]=[CH:2]2)=[CH:38][CH:39]=1. The yield is 0.680.